This data is from Cav3 T-type calcium channel HTS with 100,875 compounds. The task is: Binary Classification. Given a drug SMILES string, predict its activity (active/inactive) in a high-throughput screening assay against a specified biological target. (1) The compound is O(c1c(NC(=O)Cn2cccc2)ccc(OC)c1)C. The result is 0 (inactive). (2) The compound is O=C(Nc1ccccc1)c1c(N(C2CCCCC2)C)ccc([N+]([O-])=O)c1. The result is 0 (inactive). (3) The molecule is S(=O)(=O)(N)c1ccc(CNC(=O)c2c(oc(c2)C)C)cc1. The result is 0 (inactive). (4) The molecule is Clc1cc(N2CCN(CC2)C(=O)CSCc2[nH]c3c(n2)cccc3)ccc1. The result is 1 (active). (5) The drug is Brc1ccc(n2c(=O)[nH]c(Nc3cc4OCCOc4cc3)cc2=O)cc1. The result is 0 (inactive).